This data is from Full USPTO retrosynthesis dataset with 1.9M reactions from patents (1976-2016). The task is: Predict the reactants needed to synthesize the given product. The reactants are: O=[C:2]1[C:6]2=[CH:7][C:8]3[CH:9]=[C:10]([C:14]#[N:15])[CH:11]=[CH:12][C:13]=3[N:5]2[CH2:4][CH2:3]1.[C:16]([O:20][C:21]([CH:23]=P(C1C=CC=CC=1)(C1C=CC=CC=1)C1C=CC=CC=1)=[O:22])([CH3:19])([CH3:18])[CH3:17]. Given the product [C:14]([C:10]1[CH:11]=[CH:12][C:13]2[N:5]3[CH2:4][CH2:3][C:2](=[CH:23][C:21]([O:20][C:16]([CH3:19])([CH3:18])[CH3:17])=[O:22])[C:6]3=[CH:7][C:8]=2[CH:9]=1)#[N:15], predict the reactants needed to synthesize it.